Dataset: NCI-60 drug combinations with 297,098 pairs across 59 cell lines. Task: Regression. Given two drug SMILES strings and cell line genomic features, predict the synergy score measuring deviation from expected non-interaction effect. Drug 1: CC1=C(C=C(C=C1)NC2=NC=CC(=N2)N(C)C3=CC4=NN(C(=C4C=C3)C)C)S(=O)(=O)N.Cl. Drug 2: CC1=C(N=C(N=C1N)C(CC(=O)N)NCC(C(=O)N)N)C(=O)NC(C(C2=CN=CN2)OC3C(C(C(C(O3)CO)O)O)OC4C(C(C(C(O4)CO)O)OC(=O)N)O)C(=O)NC(C)C(C(C)C(=O)NC(C(C)O)C(=O)NCCC5=NC(=CS5)C6=NC(=CS6)C(=O)NCCC[S+](C)C)O. Cell line: M14. Synergy scores: CSS=-0.545, Synergy_ZIP=-2.02, Synergy_Bliss=-6.24, Synergy_Loewe=-17.3, Synergy_HSA=-9.33.